Dataset: NCI-60 drug combinations with 297,098 pairs across 59 cell lines. Task: Regression. Given two drug SMILES strings and cell line genomic features, predict the synergy score measuring deviation from expected non-interaction effect. Drug 1: CN1CCC(CC1)COC2=C(C=C3C(=C2)N=CN=C3NC4=C(C=C(C=C4)Br)F)OC. Drug 2: C1=NNC2=C1C(=O)NC=N2. Cell line: UO-31. Synergy scores: CSS=22.9, Synergy_ZIP=-7.69, Synergy_Bliss=-1.73, Synergy_Loewe=0.209, Synergy_HSA=0.625.